From a dataset of Full USPTO retrosynthesis dataset with 1.9M reactions from patents (1976-2016). Predict the reactants needed to synthesize the given product. (1) Given the product [CH3:1][CH:2]1[CH2:8][C:7]2[CH:9]=[C:10]3[O:15][CH2:14][O:13][C:11]3=[CH:12][C:6]=2[C:5]([C:16]2[CH:21]=[CH:20][C:19]([N+:22]([O-:24])=[O:23])=[CH:18][CH:17]=2)=[N:4][N:3]1[C:25](=[S:40])[CH2:26][C:27](=[O:29])[CH3:28], predict the reactants needed to synthesize it. The reactants are: [CH3:1][CH:2]1[CH2:8][C:7]2[CH:9]=[C:10]3[O:15][CH2:14][O:13][C:11]3=[CH:12][C:6]=2[C:5]([C:16]2[CH:21]=[CH:20][C:19]([N+:22]([O-:24])=[O:23])=[CH:18][CH:17]=2)=[N:4][N:3]1[C:25](=O)[CH2:26][C:27](=[O:29])[CH3:28].COC1C=CC(P2(SP(C3C=CC(OC)=CC=3)(=S)S2)=[S:40])=CC=1. (2) Given the product [N+:11]([C:9]1[CH:8]=[CH:7][C:5]2[N:6]=[C:2]([N:14]3[CH2:19][CH2:18][NH:17][CH2:16][CH2:15]3)[S:3][C:4]=2[CH:10]=1)([O-:13])=[O:12], predict the reactants needed to synthesize it. The reactants are: Cl[C:2]1[S:3][C:4]2[CH:10]=[C:9]([N+:11]([O-:13])=[O:12])[CH:8]=[CH:7][C:5]=2[N:6]=1.[NH:14]1[CH2:19][CH2:18][NH:17][CH2:16][CH2:15]1.C(N(CC)CC)C. (3) Given the product [OH:1][CH:2]1[C:14]2[C:13]3[CH:12]=[C:11]([CH3:15])[CH:10]=[CH:9][C:8]=3[N:7]([CH2:26][CH2:25][C:22]3[CH:21]=[N:20][C:19]([CH3:18])=[CH:24][CH:23]=3)[C:6]=2[CH2:5][C:4](=[O:16])[N:3]1[CH3:17], predict the reactants needed to synthesize it. The reactants are: [OH:1][CH:2]1[C:14]2[C:13]3[CH:12]=[C:11]([CH3:15])[CH:10]=[CH:9][C:8]=3[NH:7][C:6]=2[CH2:5][C:4](=[O:16])[N:3]1[CH3:17].[CH3:18][C:19]1[CH:24]=[CH:23][C:22]([CH:25]=[CH2:26])=[CH:21][N:20]=1.[OH-].[K+]. (4) Given the product [CH3:1][C:2]1[CH:7]=[CH:6][C:5]([C@H:8]([NH:10][C:15]2[C:14]3[N:18]=[CH:19][N:20]([C:13]=3[N:12]=[CH:11][N:16]=2)[C@@H:21]2[O:25][C@H:24]([CH2:26][OH:27])[C@@H:23]([OH:28])[C@H:22]2[OH:29])[CH3:9])=[CH:4][CH:3]=1, predict the reactants needed to synthesize it. The reactants are: [CH3:1][C:2]1[CH:7]=[CH:6][C:5]([C@H:8]([NH2:10])[CH3:9])=[CH:4][CH:3]=1.[CH:11]1[N:16]=[C:15](Cl)[C:14]2[N:18]=[CH:19][N:20]([C@@H:21]3[O:25][C@H:24]([CH2:26][OH:27])[C@@H:23]([OH:28])[C@H:22]3[OH:29])[C:13]=2[N:12]=1. (5) Given the product [ClH:32].[F:31][C:2]([F:1])([C:20]1[C:25]([F:26])=[CH:24][C:23]([C:27]([F:28])([F:29])[F:30])=[CH:22][N:21]=1)[CH2:3][N:4]1[CH2:5][CH2:6][CH:7]([NH:10][C:11]2[C:12]3[CH:19]=[CH:18][NH:17][C:13]=3[N:14]=[CH:15][N:16]=2)[CH2:8][CH2:9]1, predict the reactants needed to synthesize it. The reactants are: [F:1][C:2]([F:31])([C:20]1[C:25]([F:26])=[CH:24][C:23]([C:27]([F:30])([F:29])[F:28])=[CH:22][N:21]=1)[CH2:3][N:4]1[CH2:9][CH2:8][CH:7]([NH:10][C:11]2[C:12]3[CH:19]=[CH:18][NH:17][C:13]=3[N:14]=[CH:15][N:16]=2)[CH2:6][CH2:5]1.[ClH:32]. (6) Given the product [C:15]([O:14][C:12]([N:4]1[CH2:5][CH2:6][C@H:2]([OH:1])[C@H:3]1[C:7]([OH:9])=[O:8])=[O:13])([CH3:18])([CH3:17])[CH3:16], predict the reactants needed to synthesize it. The reactants are: [OH:1][C@H:2]1[CH2:6][CH2:5][NH:4][C@@H:3]1[C:7]([OH:9])=[O:8].[OH-].[Na+].[C:12](O[C:12]([O:14][C:15]([CH3:18])([CH3:17])[CH3:16])=[O:13])([O:14][C:15]([CH3:18])([CH3:17])[CH3:16])=[O:13].